From a dataset of Full USPTO retrosynthesis dataset with 1.9M reactions from patents (1976-2016). Predict the reactants needed to synthesize the given product. Given the product [OH:13][CH2:12][CH2:11][C:7]1[CH:6]=[C:5]([C:3]2[N:20]=[C:18]([NH:17][C:14](=[O:16])[CH3:15])[S:19][CH:2]=2)[CH:10]=[CH:9][CH:8]=1, predict the reactants needed to synthesize it. The reactants are: Br[CH2:2][C:3]([C:5]1[CH:10]=[CH:9][CH:8]=[C:7]([CH2:11][CH2:12][OH:13])[CH:6]=1)=O.[C:14]([NH:17][C:18]([NH2:20])=[S:19])(=[O:16])[CH3:15].